Task: Regression. Given a peptide amino acid sequence and an MHC pseudo amino acid sequence, predict their binding affinity value. This is MHC class II binding data.. Dataset: Peptide-MHC class II binding affinity with 134,281 pairs from IEDB (1) The peptide sequence is SLIYRRRLMKQDFSV. The MHC is DRB1_0401 with pseudo-sequence DRB1_0401. The binding affinity (normalized) is 0.688. (2) The peptide sequence is LVAGPAGSYAADLGY. The MHC is DRB3_0202 with pseudo-sequence DRB3_0202. The binding affinity (normalized) is 0.325. (3) The peptide sequence is VLALGNQEGSLKTAL. The MHC is DRB1_0801 with pseudo-sequence DRB1_0801. The binding affinity (normalized) is 0.165. (4) The MHC is HLA-DQA10301-DQB10302 with pseudo-sequence HLA-DQA10301-DQB10302. The peptide sequence is TSLLISWGHYPLHLR. The binding affinity (normalized) is 0.169. (5) The peptide sequence is VEALYLVCGERGFFY. The MHC is DRB1_1302 with pseudo-sequence DRB1_1302. The binding affinity (normalized) is 0.225.